From a dataset of Full USPTO retrosynthesis dataset with 1.9M reactions from patents (1976-2016). Predict the reactants needed to synthesize the given product. (1) Given the product [CH3:1][C:2]1[N:3]=[CH:4][N:5]([CH2:14][O:13][CH2:12][CH2:11][Si:10]([CH3:17])([CH3:16])[CH3:9])[CH:6]=1, predict the reactants needed to synthesize it. The reactants are: [CH3:1][C:2]1[N:3]=[CH:4][NH:5][CH:6]=1.[H-].[Na+].[CH3:9][Si:10]([CH3:17])([CH3:16])[CH2:11][CH2:12][O:13][CH2:14]Cl. (2) Given the product [F:15][C:14]([F:17])([F:16])[C:13]([NH:12][CH2:11][CH2:10][CH:9]([C:4]1[CH:3]=[C:2](/[CH:21]=[CH:20]/[C:22]2([OH:28])[CH2:27][CH2:26][CH2:25][CH2:24][CH2:23]2)[CH:7]=[C:6]([F:8])[CH:5]=1)[OH:19])=[O:18], predict the reactants needed to synthesize it. The reactants are: Br[C:2]1[CH:3]=[C:4]([CH:9]([OH:19])[CH2:10][CH2:11][NH:12][C:13](=[O:18])[C:14]([F:17])([F:16])[F:15])[CH:5]=[C:6]([F:8])[CH:7]=1.[CH:20]([C:22]1([OH:28])[CH2:27][CH2:26][CH2:25][CH2:24][CH2:23]1)=[CH2:21]. (3) Given the product [ClH:7].[CH3:1][O:2][CH2:3][CH2:4][C:5](=[NH:6])[O:10][CH2:9][CH3:8], predict the reactants needed to synthesize it. The reactants are: [CH3:1][O:2][CH2:3][CH2:4][C:5]#[N:6].[ClH:7].[CH3:8][CH2:9][OH:10]. (4) The reactants are: Cl[C:2]1[N:9]=[C:8]([C:10]2[O:11][CH:12]=[CH:13][CH:14]=2)[C:7]([C:15]2[CH:20]=[CH:19][N:18]=[CH:17][N:16]=2)=[CH:6][C:3]=1[C:4]#[N:5].[NH3:21]. Given the product [NH2:21][C:2]1[N:9]=[C:8]([C:10]2[O:11][CH:12]=[CH:13][CH:14]=2)[C:7]([C:15]2[CH:20]=[CH:19][N:18]=[CH:17][N:16]=2)=[CH:6][C:3]=1[C:4]#[N:5], predict the reactants needed to synthesize it. (5) Given the product [O:6]1[C:7]2([CH2:11][CH2:10][N:9]([C@H:12]3[CH2:17][CH2:16][CH2:15][CH2:14][C@@H:13]3[O:18][CH2:27][CH2:26][CH2:25][CH:19]3[CH2:24][CH2:23][CH2:22][CH2:21][CH2:20]3)[CH2:8]2)[O:3][CH2:4][CH2:5]1, predict the reactants needed to synthesize it. The reactants are: [H-].[Na+].[O:3]1[C:7]2([CH2:11][CH2:10][N:9]([C@H:12]3[CH2:17][CH2:16][CH2:15][CH2:14][C@@H:13]3[OH:18])[CH2:8]2)[O:6][CH2:5][CH2:4]1.[CH:19]1([CH2:25][CH2:26][CH2:27]Br)[CH2:24][CH2:23][CH2:22][CH2:21][CH2:20]1.O. (6) Given the product [Cl:13][C:14]1[CH:15]=[CH:16][C:17]([C:20]2[NH:12][C:11]3[N:10]([N:9]=[CH:8][C:7]=3[C:4]3[S:5][CH:6]=[C:2]([CH3:1])[N:3]=3)[C:22](=[O:23])[CH:21]=2)=[CH:18][CH:19]=1, predict the reactants needed to synthesize it. The reactants are: [CH3:1][C:2]1[N:3]=[C:4]([C:7]2[CH:8]=[N:9][NH:10][C:11]=2[NH2:12])[S:5][CH:6]=1.[Cl:13][C:14]1[CH:19]=[CH:18][C:17]([C:20](=O)[CH2:21][C:22](OCC)=[O:23])=[CH:16][CH:15]=1.CC1C=CC(S(O)(=O)=O)=CC=1. (7) Given the product [CH2:29]([C:13]1[S:12][CH:16]=[CH:15][CH:14]=1)[CH2:28][CH2:27][CH2:26][CH2:25][CH2:24][CH2:23][CH2:22][CH2:21][CH2:20][CH2:19][CH3:18], predict the reactants needed to synthesize it. The reactants are: C([Li])CCC.CCCCCC.[S:12]1[CH:16]=[CH:15][CH:14]=[CH:13]1.Br[CH2:18][CH2:19][CH2:20][CH2:21][CH2:22][CH2:23][CH2:24][CH2:25][CH2:26][CH2:27][CH2:28][CH3:29].